From a dataset of Forward reaction prediction with 1.9M reactions from USPTO patents (1976-2016). Predict the product of the given reaction. Given the reactants [F:1][C:2]1[CH:3]=[C:4](/[CH:8]=[CH:9]/[C:10](OC)=[O:11])[CH:5]=[CH:6][CH:7]=1.CC(C[AlH]CC(C)C)C, predict the reaction product. The product is: [F:1][C:2]1[CH:3]=[C:4]([CH2:8][CH2:9][CH2:10][OH:11])[CH:5]=[CH:6][CH:7]=1.